Dataset: Forward reaction prediction with 1.9M reactions from USPTO patents (1976-2016). Task: Predict the product of the given reaction. (1) Given the reactants C[O:2][C:3](=O)[C:4]1[CH:9]=[CH:8][CH:7]=[CH:6][C:5]=1[C:10]1[O:14][N:13]=[CH:12][CH:11]=1.[BH4-].[Li+], predict the reaction product. The product is: [O:14]1[C:10]([C:5]2[CH:6]=[CH:7][CH:8]=[CH:9][C:4]=2[CH2:3][OH:2])=[CH:11][CH:12]=[N:13]1. (2) Given the reactants [F:1][C:2]1[CH:7]=[C:6]([I:8])[CH:5]=[CH:4][C:3]=1[NH:9][C:10]1[C:18](C(O)=O)=[C:17]2[N:13]([CH2:14][CH2:15][CH2:16]2)[C:12](=[O:22])[C:11]=1[CH3:23].C1C=CC(P(N=[N+]=[N-])(C2C=CC=CC=2)=O)=CC=1.C[N:42]([CH:44]=[O:45])C, predict the reaction product. The product is: [F:1][C:2]1[CH:7]=[C:6]([I:8])[CH:5]=[CH:4][C:3]=1[N:9]1[C:10]2[C:18](=[C:17]3[N:13]([C:12](=[O:22])[C:11]=2[CH3:23])[CH2:14][CH2:15][CH2:16]3)[NH:42][C:44]1=[O:45]. (3) Given the reactants [Cl:1][C:2]1[C:7](=[O:8])[N:6]([CH3:9])[CH:5]=[C:4]([NH:10][CH:11]([C:23]2[CH:28]=[CH:27][C:26]([Cl:29])=[CH:25][CH:24]=2)[C:12]2[C:13]([C:20](O)=[O:21])=[N:14][N:15]([CH:17]([CH3:19])[CH3:18])[CH:16]=2)[CH:3]=1, predict the reaction product. The product is: [Cl:1][C:2]1[C:7](=[O:8])[N:6]([CH3:9])[CH:5]=[C:4]([N:10]2[CH:11]([C:23]3[CH:24]=[CH:25][C:26]([Cl:29])=[CH:27][CH:28]=3)[C:12]3[C:13](=[N:14][N:15]([CH:17]([CH3:19])[CH3:18])[CH:16]=3)[C:20]2=[O:21])[CH:3]=1. (4) Given the reactants [CH:1]1([CH2:4][CH:5]=[O:6])[CH2:3][CH2:2]1.[N:7]1[CH:12]=[CH:11][CH:10]=[CH:9][C:8]=1[Mg]Br.[NH4+].[Cl-].O, predict the reaction product. The product is: [CH:1]1([CH2:4][CH:5]([C:8]2[CH:9]=[CH:10][CH:11]=[CH:12][N:7]=2)[OH:6])[CH2:3][CH2:2]1. (5) Given the reactants [OH:1][C:2]1[CH:11]=[CH:10][CH:9]=[C:8](O)[C:3]=1C(OC)=O.[CH:13]1[CH:18]=[CH:17][C:16]([P:19]([C:26]2[CH:31]=[CH:30][CH:29]=[CH:28][CH:27]=2)[C:20]2[CH:25]=[CH:24][CH:23]=[CH:22][CH:21]=2)=[CH:15][CH:14]=1.CCOC(/N=N/C(OCC)=O)=O, predict the reaction product. The product is: [C:2]1([O-:1])[CH:11]=[CH:10][CH:9]=[CH:8][CH:3]=1.[CH:29]1[CH:28]=[CH:27][C:26]([P:19]([C:20]2[CH:25]=[CH:24][CH:23]=[CH:22][CH:21]=2)[C:16]2[CH:17]=[CH:18][CH:13]=[CH:14][CH:15]=2)=[CH:31][CH:30]=1. (6) Given the reactants C[O:2][C:3]([C@@H:5]1[C@@H:10]([C:11]2[CH:16]=[CH:15][C:14]([O:17][CH2:18][CH2:19][O:20][C:21]3[C:26]([Cl:27])=[CH:25][C:24]([CH3:28])=[CH:23][C:22]=3[Cl:29])=[CH:13][CH:12]=2)[CH2:9][CH2:8][N:7]([C:30]([O:32][C:33]([CH3:36])([CH3:35])[CH3:34])=[O:31])[CH2:6]1)=[O:4].[OH-].[Na+].Cl, predict the reaction product. The product is: [C:33]([O:32][C:30]([N:7]1[CH2:8][CH2:9][C@H:10]([C:11]2[CH:16]=[CH:15][C:14]([O:17][CH2:18][CH2:19][O:20][C:21]3[C:26]([Cl:27])=[CH:25][C:24]([CH3:28])=[CH:23][C:22]=3[Cl:29])=[CH:13][CH:12]=2)[C@@H:5]([C:3]([OH:4])=[O:2])[CH2:6]1)=[O:31])([CH3:36])([CH3:34])[CH3:35].